This data is from Reaction yield outcomes from USPTO patents with 853,638 reactions. The task is: Predict the reaction yield, written as a fraction of the theoretical maximum amount of product (1.0 means a 100% yield; for example, 0.34 means a 34% yield). The reactants are C([O:5][C:6]([C@H:8]1[CH2:12][CH2:11][CH2:10][N:9]1[C:13](=[O:23])[CH2:14][O:15][C:16]1[CH:21]=[CH:20][CH:19]=[C:18]([OH:22])[CH:17]=1)=[O:7])(C)(C)C.Cl. The catalyst is ClCCl.O1CCOCC1. The product is [OH:22][C:18]1[CH:17]=[C:16]([CH:21]=[CH:20][CH:19]=1)[O:15][CH2:14][C:13]([N:9]1[CH2:10][CH2:11][CH2:12][C@@H:8]1[C:6]([OH:7])=[O:5])=[O:23]. The yield is 0.970.